From a dataset of Forward reaction prediction with 1.9M reactions from USPTO patents (1976-2016). Predict the product of the given reaction. (1) Given the reactants [CH3:1][S:2]([N:5]1[CH2:10][CH2:9][N:8]([C:11]2[CH:16]=[CH:15][C:14]([C:17]#[C:18][Si:19]([CH3:22])([CH3:21])[CH3:20])=[CH:13][CH:12]=2)[CH2:7][CH2:6]1)(=[O:4])=[O:3].[Li+].C[Si]([N-][Si](C)(C)C)(C)C.Cl[Si](C)(C)C.[C:38]1([C@@H:44]([CH3:48])[CH2:45][CH:46]=O)[CH:43]=[CH:42][CH:41]=[CH:40][CH:39]=1.[NH2:49][OH:50], predict the reaction product. The product is: [OH:50][NH:49][CH:46]([CH2:45][C@@H:44]([C:38]1[CH:43]=[CH:42][CH:41]=[CH:40][CH:39]=1)[CH3:48])[CH2:1][S:2]([N:5]1[CH2:6][CH2:7][N:8]([C:11]2[CH:16]=[CH:15][C:14]([C:17]#[C:18][Si:19]([CH3:21])([CH3:20])[CH3:22])=[CH:13][CH:12]=2)[CH2:9][CH2:10]1)(=[O:4])=[O:3]. (2) Given the reactants [CH3:1][C:2]1[N:3]=[C:4]2[C:9]([O:10][CH2:11][CH2:12][CH:13]([CH3:15])[CH3:14])=[CH:8][C:7]([CH3:16])=[CH:6][N:5]2[C:17]=1[C:18]([OH:20])=O.CN(C(ON1N=NC2C=CC=CC1=2)=[N+](C)C)C.[B-](F)(F)(F)F.CN1CCOCC1.[NH2:50][C@H:51]([CH2:54][CH2:55][CH2:56][CH3:57])[CH2:52][OH:53], predict the reaction product. The product is: [OH:53][CH2:52][C@H:51]([NH:50][C:18]([C:17]1[N:5]2[CH:6]=[C:7]([CH3:16])[CH:8]=[C:9]([O:10][CH2:11][CH2:12][CH:13]([CH3:14])[CH3:15])[C:4]2=[N:3][C:2]=1[CH3:1])=[O:20])[CH2:54][CH2:55][CH2:56][CH3:57].